From a dataset of Forward reaction prediction with 1.9M reactions from USPTO patents (1976-2016). Predict the product of the given reaction. The product is: [Br:9][C:10]1[CH:15]=[CH:14][C:13]([O:16][Si:1]([C:4]([CH3:7])([CH3:6])[CH3:5])([CH3:3])[CH3:2])=[CH:12][CH:11]=1. Given the reactants [Si:1](Cl)([C:4]([CH3:7])([CH3:6])[CH3:5])([CH3:3])[CH3:2].[Br:9][C:10]1[CH:15]=[CH:14][C:13]([OH:16])=[CH:12][CH:11]=1.N1C=CN=C1, predict the reaction product.